Regression/Classification. Given a drug SMILES string, predict its toxicity properties. Task type varies by dataset: regression for continuous values (e.g., LD50, hERG inhibition percentage) or binary classification for toxic/non-toxic outcomes (e.g., AMES mutagenicity, cardiotoxicity, hepatotoxicity). Dataset: ld50_zhu. From a dataset of Acute oral toxicity (LD50) regression data from Zhu et al.. (1) The compound is C=COCCOC(=O)C(=C)C. The rat oral LD50 is 1.42, given as -log10 of the dose in mol/kg body weight (higher means more acutely toxic). (2) The compound is CCNC(=O)C(C)OC(=O)Nc1ccccc1. The rat oral LD50 is 1.33, given as -log10 of the dose in mol/kg body weight (higher means more acutely toxic). (3) The rat oral LD50 is 2.09, given as -log10 of the dose in mol/kg body weight (higher means more acutely toxic). The molecule is CCC(CC)COCCOC(=O)CCCCC(=O)OCCOCC(CC)CC. (4) The molecule is NCC1OC(OC2C(CO)OC(OC3C(O)C(N)CC(N)C3OC3OC(CO)C(O)C(O)C3N)C2O)C(N)C(O)C1O. The rat oral LD50 is 1.45, given as -log10 of the dose in mol/kg body weight (higher means more acutely toxic). (5) The compound is C1CS1. The rat oral LD50 is 2.53, given as -log10 of the dose in mol/kg body weight (higher means more acutely toxic).